Dataset: Full USPTO retrosynthesis dataset with 1.9M reactions from patents (1976-2016). Task: Predict the reactants needed to synthesize the given product. (1) Given the product [CH2:14]([O:13][C:11]([NH:1][CH:2]([CH3:7])[CH2:3][C:4]([OH:6])=[O:5])=[O:12])[C:15]1[CH:20]=[CH:19][CH:18]=[CH:17][CH:16]=1, predict the reactants needed to synthesize it. The reactants are: [NH2:1][CH:2]([CH3:7])[CH2:3][C:4]([OH:6])=[O:5].[OH-].[Na+].Cl[C:11]([O:13][CH2:14][C:15]1[CH:20]=[CH:19][CH:18]=[CH:17][CH:16]=1)=[O:12]. (2) Given the product [F:12][C:13]([F:15])([F:14])[C:3]([C:4]1[CH:5]=[CH:6][C:7]([I:10])=[CH:8][CH:9]=1)=[O:11], predict the reactants needed to synthesize it. The reactants are: CO[C:3](=[O:11])[C:4]1[CH:9]=[CH:8][C:7]([I:10])=[CH:6][CH:5]=1.[F:12][C:13]([Si](C)(C)C)([F:15])[F:14].[F-].[Cs+].Cl. (3) Given the product [C:26]([O:30][C:31]([N:33]1[CH2:37][CH2:36][C:35]2([CH2:41][CH2:40][N:39]([C:8]3[CH:7]=[N:6][C:5]([O:11][C:12]4[CH:17]=[CH:16][C:15]([O:18][C:19]5[CH:24]=[CH:23][CH:22]=[CH:21][CH:20]=5)=[CH:14][CH:13]=4)=[C:4]([C:3]([O:2][CH3:1])=[O:25])[CH:9]=3)[CH2:38]2)[CH2:34]1)=[O:32])([CH3:29])([CH3:27])[CH3:28], predict the reactants needed to synthesize it. The reactants are: [CH3:1][O:2][C:3](=[O:25])[C:4]1[CH:9]=[C:8](I)[CH:7]=[N:6][C:5]=1[O:11][C:12]1[CH:17]=[CH:16][C:15]([O:18][C:19]2[CH:24]=[CH:23][CH:22]=[CH:21][CH:20]=2)=[CH:14][CH:13]=1.[C:26]([O:30][C:31]([N:33]1[CH2:37][CH2:36][C:35]2([CH2:41][CH2:40][NH:39][CH2:38]2)[CH2:34]1)=[O:32])([CH3:29])([CH3:28])[CH3:27].C(=O)([O-])[O-].[Cs+].[Cs+].C1(P(C2CCCCC2)C2C=CC=CC=2C2C(OC(C)C)=CC=CC=2OC(C)C)CCCCC1. (4) Given the product [CH:15](=[C:12]1/[C:11](=[O:13])[CH2:10][CH2:9][CH2:8][C:7]2[CH:14]=[C:3]([O:2][CH3:1])[CH:4]=[CH:5][C:6]/1=2)\[CH3:16], predict the reactants needed to synthesize it. The reactants are: [CH3:1][O:2][C:3]1[CH:4]=[CH:5][C:6]2[CH2:12][C:11](=[O:13])[CH2:10][CH2:9][CH2:8][C:7]=2[CH:14]=1.[CH2:15](N1CCN(C(O[Si](C)(C)C)C(F)(F)F)CC1)[C:16]1C=CC=CC=1.B(F)(F)F.CCOCC. (5) Given the product [CH2:12]([O:14][C:15]([C:16]1[NH:7][C:6]([C:5]2[CH:10]=[CH:11][C:2]([Cl:1])=[CH:3][CH:4]=2)=[N:8][CH:17]=1)=[O:18])[CH3:13], predict the reactants needed to synthesize it. The reactants are: [Cl:1][C:2]1[CH:11]=[CH:10][C:5]([C:6]([NH:8]O)=[NH:7])=[CH:4][CH:3]=1.[CH2:12]([O:14][C:15](=[O:18])[C:16]#[CH:17])[CH3:13]. (6) Given the product [CH:1]([NH:4][C:13](=[O:14])[C:12]1[CH:16]=[CH:17][C:9]([CH3:8])=[C:10]([B:18]2[O:22][C:21]([CH3:24])([CH3:23])[C:20]([CH3:25])([CH3:26])[O:19]2)[CH:11]=1)([CH3:3])[CH3:2], predict the reactants needed to synthesize it. The reactants are: [CH:1]([NH:4]C(C)C)([CH3:3])[CH3:2].[CH3:8][C:9]1[CH:17]=[CH:16][C:12]([C:13](O)=[O:14])=[CH:11][C:10]=1[B:18]1[O:22][C:21]([CH3:24])([CH3:23])[C:20]([CH3:26])([CH3:25])[O:19]1.C(N)(C)C.CN(C(ON1N=NC2C=CC=NC1=2)=[N+](C)C)C.F[P-](F)(F)(F)(F)F.